Task: Predict the product of the given reaction.. Dataset: Forward reaction prediction with 1.9M reactions from USPTO patents (1976-2016) Given the reactants [F:1][C:2](I)([F:4])[F:3].[F:6][C:7]1[CH:12]=[CH:11][CH:10]=[CH:9][C:8]=1[SH:13].C(N(CC)CC)C, predict the reaction product. The product is: [F:6][C:7]1[CH:12]=[CH:11][CH:10]=[CH:9][C:8]=1[S:13][C:2]([F:4])([F:3])[F:1].